From a dataset of Reaction yield outcomes from USPTO patents with 853,638 reactions. Predict the reaction yield, written as a fraction of the theoretical maximum amount of product (1.0 means a 100% yield; for example, 0.34 means a 34% yield). (1) The reactants are C1(C[N:8]([CH2:23][C@@H:24]([C@H:26]2[CH2:31][CH2:30][C:29]3[CH:32]=[C:33]([F:36])[CH:34]=[CH:35][C:28]=3[O:27]2)[OH:25])[CH2:9][C@@H:10]([C@@H:12]2[CH2:17][CH2:16][C:15]3[CH:18]=[C:19]([F:22])[CH:20]=[CH:21][C:14]=3[O:13]2)[OH:11])C=CC=CC=1.C([O-])=O.[NH4+].O. The catalyst is CO.[Pd]. The product is [NH:8]([CH2:23][C@@H:24]([C@H:26]1[CH2:31][CH2:30][C:29]2[CH:32]=[C:33]([F:36])[CH:34]=[CH:35][C:28]=2[O:27]1)[OH:25])[CH2:9][C@@H:10]([C@@H:12]1[CH2:17][CH2:16][C:15]2[CH:18]=[C:19]([F:22])[CH:20]=[CH:21][C:14]=2[O:13]1)[OH:11]. The yield is 0.826. (2) The reactants are ClCCl.[NH2:4][C:5]1[CH:13]=[C:12]([F:14])[CH:11]=[CH:10][C:6]=1[C:7]([OH:9])=[O:8].C(=O)([O-])O.[Na+].[I:20](Cl)(=O)=O.I(Cl)(=O)=O.C([N+](C)(C)C)C1C=CC=CC=1. The catalyst is CO. The product is [NH2:4][C:5]1[CH:13]=[C:12]([F:14])[C:11]([I:20])=[CH:10][C:6]=1[C:7]([OH:9])=[O:8]. The yield is 0.770. (3) The yield is 0.150. The product is [F:34][C:27]1[C:28]([OH:33])=[CH:29][CH:30]=[C:31]([F:32])[C:26]=1[NH:25][C:13](=[O:15])[C:12]1[CH:16]=[C:8]([C:4]2[CH:5]=[CH:6][CH:7]=[C:2]([F:1])[CH:3]=2)[CH:9]=[C:10]([CH3:18])[C:11]=1[CH3:17]. The catalyst is C(Cl)Cl.C1COCC1.CCOC(C)=O.O.CN(C=O)C. The reactants are [F:1][C:2]1[CH:3]=[C:4]([C:8]2[CH:9]=[C:10]([CH3:18])[C:11]([CH3:17])=[C:12]([CH:16]=2)[C:13]([OH:15])=O)[CH:5]=[CH:6][CH:7]=1.C(Cl)(C(Cl)=O)=O.[NH2:25][C:26]1[C:27]([F:34])=[C:28]([OH:33])[CH:29]=[CH:30][C:31]=1[F:32].C([O-])([O-])=O.[Na+].[Na+].